The task is: Predict which catalyst facilitates the given reaction.. This data is from Catalyst prediction with 721,799 reactions and 888 catalyst types from USPTO. (1) Reactant: [C:1](/[CH:3]=[CH:4]/[S:5]([C:8]1[CH:13]=[CH:12][C:11]([C:14]([CH3:19])([CH3:18])[C:15]([OH:17])=O)=[CH:10][CH:9]=1)(=[O:7])=[O:6])#[N:2].[CH:20]1([CH2:23][NH2:24])[CH2:22][CH2:21]1.Cl.CN(C)CCCN=C=NCC.ON1C2C=CC=CC=2N=N1.C(=O)(O)[O-].[Na+]. Product: [C:1](/[CH:3]=[CH:4]/[S:5]([C:8]1[CH:9]=[CH:10][C:11]([C:14]([CH3:19])([CH3:18])[C:15]([NH:24][CH2:23][CH:20]2[CH2:22][CH2:21]2)=[O:17])=[CH:12][CH:13]=1)(=[O:6])=[O:7])#[N:2]. The catalyst class is: 7. (2) Reactant: F[C:2]1[CH:7]=[CH:6][C:5]([C:8](=[O:10])[CH3:9])=[CH:4][CH:3]=1.[CH3:11][O:12][C:13]1[CH:18]=[CH:17][C:16]([OH:19])=[CH:15][CH:14]=1.C([O-])([O-])=O.[K+].[K+].CO. Product: [CH3:11][O:12][C:13]1[CH:18]=[CH:17][C:16]([O:19][C:2]2[CH:7]=[CH:6][C:5]([C:8](=[O:10])[CH3:9])=[CH:4][CH:3]=2)=[CH:15][CH:14]=1. The catalyst class is: 287. (3) Reactant: [NH2:1][C:2]1[CH:3]=[CH:4][C:5]2[N:10]([CH3:11])[C:9](=[O:12])[O:8][C:7]([C:14]3[CH:19]=[CH:18][C:17]([Cl:20])=[CH:16][CH:15]=3)([CH3:13])[C:6]=2[CH:21]=1.[Cl:22][C:23]1[CH:28]=[CH:27][CH:26]=[C:25](I)[CH:24]=1.C1C=CC(P(C2C(C3C(P(C4C=CC=CC=4)C4C=CC=CC=4)=CC=C4C=3C=CC=C4)=C3C(C=CC=C3)=CC=2)C2C=CC=CC=2)=CC=1.CC(C)([O-])C.[Na+].C1OCCOCCOCCOCCOCCOC1. Product: [Cl:20][C:17]1[CH:18]=[CH:19][C:14]([C:7]2([CH3:13])[C:6]3[CH:21]=[C:2]([NH:1][C:25]4[CH:26]=[CH:27][CH:28]=[C:23]([Cl:22])[CH:24]=4)[CH:3]=[CH:4][C:5]=3[N:10]([CH3:11])[C:9](=[O:12])[O:8]2)=[CH:15][CH:16]=1. The catalyst class is: 443. (4) Reactant: [Cl:1][C:2]1[CH:11]=[C:10]2[C:5]([CH2:6][CH2:7][O:8][C@H:9]2[C:12]2[CH:16]=[C:15]([CH:17]3OCC[O:18]3)[S:14][C:13]=2[CH3:22])=[CH:4][CH:3]=1.Cl. Product: [Cl:1][C:2]1[CH:11]=[C:10]2[C:5]([CH2:6][CH2:7][O:8][C@H:9]2[C:12]2[CH:16]=[C:15]([CH:17]=[O:18])[S:14][C:13]=2[CH3:22])=[CH:4][CH:3]=1. The catalyst class is: 1.